This data is from Reaction yield outcomes from USPTO patents with 853,638 reactions. The task is: Predict the reaction yield, written as a fraction of the theoretical maximum amount of product (1.0 means a 100% yield; for example, 0.34 means a 34% yield). (1) The reactants are [Br-:1].[Br-].[Br-].C1([N+](C)(C)C)C=CC=CC=1.C1([N+](C)(C)C)C=CC=CC=1.C1([N+](C)(C)C)C=CC=CC=1.[C:34]([C:37]1[CH:38]=[CH:39][C:40]([O:60][CH2:61][C:62]2[CH:67]=[CH:66][CH:65]=[CH:64][CH:63]=2)=[C:41]([CH:59]=1)[C:42]([NH:44][C:45]1[CH:50]=[C:49]([C:51]([F:54])([F:53])[F:52])[CH:48]=[C:47]([C:55]([F:58])([F:57])[F:56])[CH:46]=1)=[O:43])(=[O:36])[CH3:35].O. The catalyst is O1CCCC1. The product is [CH2:61]([O:60][C:40]1[CH:39]=[CH:38][C:37]([C:34](=[O:36])[CH2:35][Br:1])=[CH:59][C:41]=1[C:42]([NH:44][C:45]1[CH:50]=[C:49]([C:51]([F:53])([F:52])[F:54])[CH:48]=[C:47]([C:55]([F:58])([F:57])[F:56])[CH:46]=1)=[O:43])[C:62]1[CH:67]=[CH:66][CH:65]=[CH:64][CH:63]=1. The yield is 0.427. (2) The reactants are [NH2:1][C:2]1[N:7]=[CH:6][N:5]=[C:4]2[N:8]([CH2:25][C@H:26]3[CH2:30][CH2:29][CH2:28][N:27]3[C:31](=[O:35])[CH2:32][C:33]#[N:34])[N:9]=[C:10]([C:11]3[CH:16]=[CH:15][C:14]([O:17][C:18]4[CH:23]=[CH:22][CH:21]=[CH:20][C:19]=4[F:24])=[CH:13][CH:12]=3)[C:3]=12.N1[CH2:41][CH2:40][CH2:39][CH2:38]C1.C1(C=O)CC1. The catalyst is CO. The product is [NH2:1][C:2]1[N:7]=[CH:6][N:5]=[C:4]2[N:8]([CH2:25][C@H:26]3[CH2:30][CH2:29][CH2:28][N:27]3[C:31]([C:32](=[CH:38][CH:39]3[CH2:41][CH2:40]3)[C:33]#[N:34])=[O:35])[N:9]=[C:10]([C:11]3[CH:16]=[CH:15][C:14]([O:17][C:18]4[CH:23]=[CH:22][CH:21]=[CH:20][C:19]=4[F:24])=[CH:13][CH:12]=3)[C:3]=12. The yield is 0.320. (3) The reactants are [CH:1]1([N:4]2[CH:8]=[CH:7][C:6]([N+:9]([O-])=O)=[N:5]2)[CH2:3][CH2:2]1. The catalyst is C(O)C. The product is [CH:1]1([N:4]2[CH:8]=[CH:7][C:6]([NH2:9])=[N:5]2)[CH2:3][CH2:2]1. The yield is 0.930.